This data is from Catalyst prediction with 721,799 reactions and 888 catalyst types from USPTO. The task is: Predict which catalyst facilitates the given reaction. (1) Reactant: [C:1]([O:5][C:6]([N:8]1[CH2:12][CH:11]([O:13][C:14](=[O:16])[CH3:15])[CH2:10][C@@H:9]1[C:17]1[N:18]=[C:19]([NH2:22])[S:20][CH:21]=1)=[O:7])([CH3:4])([CH3:3])[CH3:2].[Cl:23][C:24]1[CH:25]=[C:26]([CH:31]=[CH:32][C:33]=1[Cl:34])[CH2:27][N:28]=[C:29]=[O:30]. Product: [C:1]([O:5][C:6]([N:8]1[CH2:12][CH:11]([O:13][C:14](=[O:16])[CH3:15])[CH2:10][C@@H:9]1[C:17]1[N:18]=[C:19]([NH:22][C:29]([NH:28][CH2:27][C:26]2[CH:31]=[CH:32][C:33]([Cl:34])=[C:24]([Cl:23])[CH:25]=2)=[O:30])[S:20][CH:21]=1)=[O:7])([CH3:2])([CH3:3])[CH3:4]. The catalyst class is: 2. (2) Reactant: O.[F-].C([N+](CCCC)(CCCC)CCCC)CCC.[Cl:20][C:21]1[CH:44]=[CH:43][C:24]([CH2:25][N:26]2[C:30]([CH3:31])=[C:29]([C:32]3[CH:37]=[CH:36][C:35]([C:38]#[N:39])=[CH:34][CH:33]=3)[C:28]([C:40]#[N:41])=[C:27]2[CH3:42])=[CH:23][C:22]=1[CH:45]=[O:46].[F:47][C:48]([F:53])([F:52])[SiH](C)C.Cl. Product: [Cl:20][C:21]1[CH:44]=[CH:43][C:24]([CH2:25][N:26]2[C:30]([CH3:31])=[C:29]([C:32]3[CH:33]=[CH:34][C:35]([C:38]#[N:39])=[CH:36][CH:37]=3)[C:28]([C:40]#[N:41])=[C:27]2[CH3:42])=[CH:23][C:22]=1[CH:45]([OH:46])[C:48]([F:53])([F:52])[F:47]. The catalyst class is: 1. (3) Reactant: [CH:1]1[C:14]2[C:5](=[CH:6][C:7]3[C:12]([C:13]=2[CH2:15][N:16]([CH2:25][CH3:26])[CH2:17][CH2:18][CH2:19]OS(C)(=O)=O)=[CH:11][CH:10]=[CH:9][CH:8]=3)[CH:4]=[CH:3][CH:2]=1.[NH2:27][CH2:28][CH2:29][CH2:30][OH:31]. Product: [CH:11]1[C:12]2[C:7](=[CH:6][C:5]3[C:14]([C:13]=2[CH2:15][N:16]([CH2:25][CH3:26])[CH2:17][CH2:18][CH2:19][NH:27][CH2:28][CH2:29][CH2:30][OH:31])=[CH:1][CH:2]=[CH:3][CH:4]=3)[CH:8]=[CH:9][CH:10]=1. The catalyst class is: 10. (4) Reactant: C([Si](C1C=CC=CC=1)(C1C=CC=CC=1)[O:6][C:7]1[CH:57]=[CH:56][C:10]([O:11][CH2:12][C@@H:13]([OH:55])[CH2:14][NH:15][CH2:16][CH2:17][C:18]2[CH:54]=[CH:53][C:21]([NH:22][CH:23]3[CH2:28][CH2:27][N:26]([C:29]([NH:31][CH2:32][CH2:33][C:34]4[CH:39]=[CH:38][C:37]([O:40][CH2:41][CH2:42][CH2:43][O:44][C:45]5[CH:50]=[CH:49][CH:48]=[CH:47][CH:46]=5)=[CH:36][C:35]=4[O:51][CH3:52])=[O:30])[CH2:25][CH2:24]3)=[CH:20][CH:19]=2)=[CH:9][CH:8]=1)(C)(C)C. Product: [CH3:52][O:51][C:35]1[CH:36]=[C:37]([O:40][CH2:41][CH2:42][CH2:43][O:44][C:45]2[CH:46]=[CH:47][CH:48]=[CH:49][CH:50]=2)[CH:38]=[CH:39][C:34]=1[CH2:33][CH2:32][NH:31][C:29]([N:26]1[CH2:27][CH2:28][CH:23]([NH:22][C:21]2[CH:20]=[CH:19][C:18]([CH2:17][CH2:16][NH:15][CH2:14][C@H:13]([OH:55])[CH2:12][O:11][C:10]3[CH:56]=[CH:57][C:7]([OH:6])=[CH:8][CH:9]=3)=[CH:54][CH:53]=2)[CH2:24][CH2:25]1)=[O:30]. The catalyst class is: 147. (5) Reactant: [CH2:1]([O:4][C:5]([C:7]1[CH:8]=[C:9]([CH2:13][O:14][CH2:15][C@@H:16]([NH:19][C:20](=[O:38])[C@H:21]([CH2:30][C:31]2[CH:36]=[CH:35][CH:34]=[C:33]([CH3:37])[CH:32]=2)[NH:22]C(OC(C)(C)C)=O)[C:17]#[N:18])[CH:10]=[CH:11][CH:12]=1)=[O:6])[CH:2]=[CH2:3]. Product: [CH2:1]([O:4][C:5]([C:7]1[CH:8]=[C:9]([CH2:13][O:14][CH2:15][C@@H:16]([NH:19][C:20](=[O:38])[C@H:21]([CH2:30][C:31]2[CH:36]=[CH:35][CH:34]=[C:33]([CH3:37])[CH:32]=2)[NH2:22])[C:17]#[N:18])[CH:10]=[CH:11][CH:12]=1)=[O:6])[CH:2]=[CH2:3]. The catalyst class is: 106.